This data is from Peptide-MHC class I binding affinity with 185,985 pairs from IEDB/IMGT. The task is: Regression. Given a peptide amino acid sequence and an MHC pseudo amino acid sequence, predict their binding affinity value. This is MHC class I binding data. (1) The peptide sequence is YTGNYQCGHY. The MHC is Mamu-B01 with pseudo-sequence Mamu-B01. The binding affinity (normalized) is 0. (2) The peptide sequence is AFHHIAREK. The MHC is HLA-A03:01 with pseudo-sequence HLA-A03:01. The binding affinity (normalized) is 0.151. (3) The peptide sequence is MFTILEEYFM. The MHC is H-2-Kd with pseudo-sequence H-2-Kd. The binding affinity (normalized) is 0. (4) The peptide sequence is RLIKASLRK. The MHC is HLA-A03:01 with pseudo-sequence HLA-A03:01. The binding affinity (normalized) is 0.495. (5) The peptide sequence is RYKSRCYIF. The MHC is HLA-C07:02 with pseudo-sequence HLA-C07:02. The binding affinity (normalized) is 0.872. (6) The peptide sequence is WLQQQLVPQL. The MHC is HLA-A01:01 with pseudo-sequence HLA-A01:01. The binding affinity (normalized) is 0. (7) The peptide sequence is DAVEDFLAF. The MHC is HLA-A02:03 with pseudo-sequence HLA-A02:03. The binding affinity (normalized) is 0.0847. (8) The binding affinity (normalized) is 0.0111. The MHC is HLA-A02:01 with pseudo-sequence HLA-A02:01. The peptide sequence is AAAKTPVIVV. (9) The peptide sequence is GYMFESKSMK. The MHC is HLA-A33:01 with pseudo-sequence HLA-A33:01. The binding affinity (normalized) is 0.476.